The task is: Predict the product of the given reaction.. This data is from Forward reaction prediction with 1.9M reactions from USPTO patents (1976-2016). (1) Given the reactants O.[OH-].[Li+].C[O:5][C:6]([C:8]1[CH:9]=[C:10]([C:14]2[CH:19]=[CH:18][CH:17]=[C:16]([NH:20][CH2:21][CH2:22][NH:23][CH2:24][C@@H:25]([C:27]3[CH:32]=[CH:31][CH:30]=[C:29]([Cl:33])[CH:28]=3)[OH:26])[CH:15]=2)[CH:11]=[CH:12][CH:13]=1)=[O:7].Cl, predict the reaction product. The product is: [Cl:33][C:29]1[CH:28]=[C:27]([C@@H:25]([OH:26])[CH2:24][NH:23][CH2:22][CH2:21][NH:20][C:16]2[CH:15]=[C:14]([C:10]3[CH:11]=[CH:12][CH:13]=[C:8]([C:6]([OH:7])=[O:5])[CH:9]=3)[CH:19]=[CH:18][CH:17]=2)[CH:32]=[CH:31][CH:30]=1. (2) The product is: [CH:1]1([C:4]2[C:5]3[NH:14][C:15](=[S:29])[N:16]([C:17]4[CH:22]=[CH:21][C:20]([O:23][CH2:24][C:25]([F:28])([F:27])[F:26])=[CH:19][CH:18]=4)[C:9](=[O:10])[C:6]=3[NH:7][CH:8]=2)[CH2:2][CH2:3]1. Given the reactants [CH:1]1([C:4]2[C:5]([NH:14][C:15](=[S:29])[NH:16][C:17]3[CH:22]=[CH:21][C:20]([O:23][CH2:24][C:25]([F:28])([F:27])[F:26])=[CH:19][CH:18]=3)=[C:6]([C:9](OCC)=[O:10])[NH:7][CH:8]=2)[CH2:3][CH2:2]1.[O-]CC.[Na+].C(O)C.Cl, predict the reaction product. (3) Given the reactants Cl[C:2]1[C:11]([C:12]([OH:14])=[O:13])=[CH:10][C:9]2[C:4](=[C:5]([Cl:16])[CH:6]=[C:7]([Cl:15])[CH:8]=2)[N:3]=1.[NH2:17][C@H:18]([C:29]([OH:31])=[O:30])[CH2:19][C:20]1[C:28]2[C:23](=[CH:24][CH:25]=[CH:26][CH:27]=2)[NH:22][CH:21]=1, predict the reaction product. The product is: [C:29]([C@@H:18]([NH:17][C:2]1[C:11]([C:12]([OH:14])=[O:13])=[CH:10][C:9]2[C:4](=[C:5]([Cl:16])[CH:6]=[C:7]([Cl:15])[CH:8]=2)[N:3]=1)[CH2:19][C:20]1[C:28]2[C:23](=[CH:24][CH:25]=[CH:26][CH:27]=2)[NH:22][CH:21]=1)([OH:31])=[O:30]. (4) The product is: [NH2:2][CH2:3][C:4]1([C:17]([NH:18][C:19]2[CH:24]=[CH:23][C:22]([C:25]([F:28])([F:27])[F:26])=[CH:21][N:20]=2)=[O:29])[CH2:9][CH2:8][NH:7][CH2:6][CH2:5]1. Given the reactants Cl.[NH2:2][CH2:3][C:4]1([C:17](=[O:29])[NH:18][C:19]2[CH:24]=[CH:23][C:22]([C:25]([F:28])([F:27])[F:26])=[CH:21][N:20]=2)[CH2:9][CH2:8][N:7](C(OC(C)(C)C)=O)[CH2:6][CH2:5]1, predict the reaction product. (5) Given the reactants [CH2:1]([Li])CCC.[CH3:6][O:7][C:8]1[C:17]2[C:12](=[CH:13][CH:14]=[CH:15][CH:16]=2)[C:11]([O:18][CH3:19])=[CH:10][C:9]=1[CH2:20][OH:21].CI.O, predict the reaction product. The product is: [CH3:6][O:7][C:8]1[C:17]2[C:12](=[CH:13][CH:14]=[CH:15][CH:16]=2)[C:11]([O:18][CH3:19])=[C:10]([CH3:1])[C:9]=1[CH2:20][OH:21]. (6) Given the reactants [Li+].CC([N-]C(C)C)C.[Br:9][C:10]1[CH:15]=[CH:14][C:13]([C:16]#[CH:17])=[CH:12][CH:11]=1.Cl[C:19]([O:21][CH2:22][CH3:23])=[O:20], predict the reaction product. The product is: [CH2:22]([O:21][C:19](=[O:20])[C:17]#[C:16][C:13]1[CH:14]=[CH:15][C:10]([Br:9])=[CH:11][CH:12]=1)[CH3:23]. (7) The product is: [C:38]([C:39]1[CH:46]=[CH:45][C:10]([CH2:9][NH:8][C:6]([N:3]2[CH2:2][CH2:1][CH:20]([C:14]3[CH:15]=[CH:16][CH:17]=[CH:18][CH:19]=3)[CH2:4]2)=[O:7])=[CH:41][CH:40]=1)#[N:37]. Given the reactants [CH:1]1N=[CH:4][N:3]([C:6]([N:8]2C=N[CH:10]=[CH:9]2)=[O:7])[CH:2]=1.Cl.[C:14]1([CH:20]2CCNC2)[CH:19]=[CH:18][CH:17]=[CH:16][CH:15]=1.CCN(C(C)C)C(C)C.IC.Cl.[NH2:37][CH2:38][C:39]1[CH:46]=[CH:45]C(C#N)=[CH:41][CH:40]=1, predict the reaction product.